Predict the reactants needed to synthesize the given product. From a dataset of Full USPTO retrosynthesis dataset with 1.9M reactions from patents (1976-2016). (1) Given the product [CH:45]1([S:42]([NH:41][C:39]([C@@:12]23[CH2:38][C@H:11]2[CH:10]=[CH:9][CH2:8][CH2:7][CH2:6][CH2:5][CH2:4][C@H:3]([NH:2][C:54]([C:49]2[CH:50]=[N:51][CH:52]=[CH:53][N:48]=2)=[O:55])[C:17](=[O:18])[N:16]2[CH2:19][C@H:20]([O:22][C:23]4[N:24]=[C:25]5[C:30](=[C:31]6[C:36]=4[CH:35]=[CH:34][CH:33]=[CH:32]6)[CH:29]=[CH:28][CH:27]=[CH:26]5)[CH2:21][C@H:15]2[C:14](=[O:37])[NH:13]3)=[O:40])(=[O:43])=[O:44])[CH2:46][CH2:47]1, predict the reactants needed to synthesize it. The reactants are: Cl.[NH2:2][C@@H:3]1[C:17](=[O:18])[N:16]2[CH2:19][C@H:20]([O:22][C:23]3[N:24]=[C:25]4[C:30](=[C:31]5[C:36]=3[CH:35]=[CH:34][CH:33]=[CH:32]5)[CH:29]=[CH:28][CH:27]=[CH:26]4)[CH2:21][C@H:15]2[C:14](=[O:37])[NH:13][C@:12]2([C:39]([NH:41][S:42]([CH:45]3[CH2:47][CH2:46]3)(=[O:44])=[O:43])=[O:40])[CH2:38][C@H:11]2[CH:10]=[CH:9][CH2:8][CH2:7][CH2:6][CH2:5][CH2:4]1.[N:48]1[CH:53]=[CH:52][N:51]=[CH:50][C:49]=1[C:54](O)=[O:55].CN(C(ON1N=NC2C=CC=NC1=2)=[N+](C)C)C.F[P-](F)(F)(F)(F)F.C(N(C(C)C)CC)(C)C. (2) Given the product [N+:20]([C:19]1[C:4]2[N:1]3[CH2:9][C:8]3([C:10]3[CH:15]=[CH:14][CH:13]=[CH:12][N:11]=3)[CH2:7][O:6][C:5]=2[CH:16]=[CH:17][CH:18]=1)([O-:22])=[O:21], predict the reactants needed to synthesize it. The reactants are: [N:1]([C:4]1[C:19]([N+:20]([O-:22])=[O:21])=[CH:18][CH:17]=[CH:16][C:5]=1[O:6][CH2:7][C:8]([C:10]1[CH:15]=[CH:14][CH:13]=[CH:12][N:11]=1)=[CH2:9])=[N+]=[N-]. (3) The reactants are: [Br:1][C:2]1[CH:3]=[C:4]([CH:23]=[C:24]([F:26])[CH:25]=1)[CH2:5][NH:6][C:7]([C@@H:9]1[CH2:13][C@:12]([F:15])([CH3:14])[CH2:11][N:10]1C(OC(C)(C)C)=O)=[O:8].Cl.O1CCOCC1.C(N(CC)CC)C.[F:41][C:42]1[CH:47]=[CH:46][C:45]([S:48](Cl)(=[O:50])=[O:49])=[CH:44][CH:43]=1. Given the product [Br:1][C:2]1[CH:3]=[C:4]([CH:23]=[C:24]([F:26])[CH:25]=1)[CH2:5][NH:6][C:7]([C@@H:9]1[CH2:13][C@:12]([F:15])([CH3:14])[CH2:11][N:10]1[S:48]([C:45]1[CH:46]=[CH:47][C:42]([F:41])=[CH:43][CH:44]=1)(=[O:50])=[O:49])=[O:8], predict the reactants needed to synthesize it. (4) The reactants are: [Cl:1][C:2]1[CH:3]=[N:4][CH:5]=[C:6]([Cl:19])[C:7]=1[S:8][C:9]1[S:13][C:12]([C:14]([OH:16])=O)=[CH:11][C:10]=1[C:17]#[N:18].[CH3:20][S:21]([C:24]1[CH:30]=[CH:29][C:27]([NH2:28])=[CH:26][CH:25]=1)(=[O:23])=[O:22]. Given the product [C:17]([C:10]1[CH:11]=[C:12]([C:14]([NH:28][C:27]2[CH:26]=[CH:25][C:24]([S:21]([CH3:20])(=[O:23])=[O:22])=[CH:30][CH:29]=2)=[O:16])[S:13][C:9]=1[S:8][C:7]1[C:6]([Cl:19])=[CH:5][N:4]=[CH:3][C:2]=1[Cl:1])#[N:18], predict the reactants needed to synthesize it.